This data is from Forward reaction prediction with 1.9M reactions from USPTO patents (1976-2016). The task is: Predict the product of the given reaction. (1) Given the reactants [OH:1][CH:2]1[CH2:7][CH:6]([CH3:8])[CH2:5][CH2:4][C:3]1=[O:9].OC1CCC(C)CC1=O.CC1CCC(O)C(O)C1, predict the reaction product. The product is: [CH3:8][C:6]1[CH:7]=[C:2]([OH:1])[C:3](=[CH:4][CH:5]=1)[OH:9]. (2) Given the reactants [CH3:1][O:2][CH:3]([O:19][CH3:20])[C@:4]1([CH3:18])[C@H:9]2[O:10][C@H:8]2[C:7]2[CH:11]=[C:12]([N+:15]([O-:17])=[O:16])[CH:13]=[CH:14][C:6]=2[O:5]1.[F:21][C:22]([F:38])([F:37])[O:23][C:24]1[CH:29]=[CH:28][C:27]([NH:30][CH2:31][C:32]2[NH:33][CH:34]=[CH:35][N:36]=2)=[CH:26][CH:25]=1, predict the reaction product. The product is: [CH3:1][O:2][CH:3]([O:19][CH3:20])[C@:4]1([CH3:18])[C@@H:9]([OH:10])[C@H:8]([N:30]([C:27]2[CH:26]=[CH:25][C:24]([O:23][C:22]([F:38])([F:37])[F:21])=[CH:29][CH:28]=2)[CH2:31][C:32]2[NH:36][CH:35]=[CH:34][N:33]=2)[C:7]2[CH:11]=[C:12]([N+:15]([O-:17])=[O:16])[CH:13]=[CH:14][C:6]=2[O:5]1. (3) Given the reactants C(OC([N:8]1[CH2:13][CH2:12][CH:11]([N:14]2[C:22]3[C:17](=[CH:18][CH:19]=[CH:20][CH:21]=3)[CH2:16][C:15]2=[O:23])[CH2:10][CH2:9]1)=O)(C)(C)C, predict the reaction product. The product is: [NH:8]1[CH2:13][CH2:12][CH:11]([N:14]2[C:22]3[C:17](=[CH:18][CH:19]=[CH:20][CH:21]=3)[CH2:16][C:15]2=[O:23])[CH2:10][CH2:9]1. (4) Given the reactants [CH3:1][N:2]1[C:7]([CH3:9])([CH3:8])[CH2:6][CH:5]([C:10]2[CH:15]=[CH:14][C:13]([O:16][CH2:17][CH:18]3[CH2:20][O:19]3)=[CH:12][CH:11]=2)[CH2:4][C:3]1([CH3:22])[CH3:21].[N:23]#[C:24][NH2:25].[Na], predict the reaction product. The product is: [CH3:1][N:2]1[C:3]([CH3:21])([CH3:22])[CH2:4][CH:5]([C:10]2[CH:11]=[CH:12][C:13]([O:16][CH2:17][CH:18]3[O:19][C:24]([NH2:25])=[N:23][CH2:20]3)=[CH:14][CH:15]=2)[CH2:6][C:7]1([CH3:8])[CH3:9]. (5) Given the reactants [C:1](Cl)([C:14]1[CH:19]=[CH:18][CH:17]=[CH:16][CH:15]=1)([C:8]1[CH:13]=[CH:12][CH:11]=[CH:10][CH:9]=1)[C:2]1[CH:7]=[CH:6][CH:5]=[CH:4][CH:3]=1.[C:21]([O:25][CH3:26])(=[O:24])[CH2:22][OH:23].CCN(C(C)C)C(C)C, predict the reaction product. The product is: [C:1]([O:23][CH2:22][C:21]([O:25][CH3:26])=[O:24])([C:14]1[CH:19]=[CH:18][CH:17]=[CH:16][CH:15]=1)([C:8]1[CH:13]=[CH:12][CH:11]=[CH:10][CH:9]=1)[C:2]1[CH:7]=[CH:6][CH:5]=[CH:4][CH:3]=1. (6) Given the reactants [CH3:1][O:2][C:3]1[CH:4]=[CH:5][C:6]([CH:12]([C:18]2[CH:23]=[CH:22][CH:21]=[CH:20][CH:19]=2)[CH2:13][C:14]([NH:16][CH3:17])=O)=[C:7]2[C:11]=1[NH:10][CH:9]=[CH:8]2.[H-].[H-].[H-].[H-].[Li+].[Al+3], predict the reaction product. The product is: [CH3:1][O:2][C:3]1[CH:4]=[CH:5][C:6]([CH:12]([C:18]2[CH:23]=[CH:22][CH:21]=[CH:20][CH:19]=2)[CH2:13][CH2:14][NH:16][CH3:17])=[C:7]2[C:11]=1[NH:10][CH:9]=[CH:8]2. (7) Given the reactants [CH3:1][O:2][C:3]1[CH:12]=[C:11]2[C:6]([CH2:7][CH2:8][C:9](=O)[CH2:10]2)=[CH:5][CH:4]=1.[N+](C1C=CC=CC=1S([N:26]([CH2:36][C:37]1[CH:42]=[CH:41][CH:40]=[CH:39][N:38]=1)[CH2:27][C:28]1[CH:33]=[CH:32][C:31]([CH2:34][NH2:35])=[CH:30][CH:29]=1)(=O)=O)([O-])=O.[BH3-]C#N.[Na+], predict the reaction product. The product is: [N:38]1[CH:39]=[CH:40][CH:41]=[CH:42][C:37]=1[CH2:36][NH:26][CH2:27][C:28]1[CH:29]=[CH:30][C:31]([CH2:34][NH:35][CH:9]2[CH2:8][CH2:7][C:6]3[C:11](=[CH:12][C:3]([O:2][CH3:1])=[CH:4][CH:5]=3)[CH2:10]2)=[CH:32][CH:33]=1. (8) Given the reactants Cl.Cl.[F:3][C:4]1[CH:9]=[CH:8][CH:7]=[C:6]([F:10])[C:5]=1[C:11]1[O:12][C:13]([C:19]2[CH:20]=[N:21][C:22]([N:25]3[CH2:30][CH2:29][NH:28][CH2:27][CH2:26]3)=[CH:23][CH:24]=2)=[C:14]([C:16]([NH2:18])=[O:17])[N:15]=1.C(N(CC)CC)C.[CH3:38][N:39]=[C:40]=[O:41], predict the reaction product. The product is: [C:16]([C:14]1[N:15]=[C:11]([C:5]2[C:6]([F:10])=[CH:7][CH:8]=[CH:9][C:4]=2[F:3])[O:12][C:13]=1[C:19]1[CH:24]=[CH:23][C:22]([N:25]2[CH2:26][CH2:27][N:28]([C:40]([NH:39][CH3:38])=[O:41])[CH2:29][CH2:30]2)=[N:21][CH:20]=1)(=[O:17])[NH2:18]. (9) Given the reactants [CH3:1][C:2]1[N:3]([CH2:20][CH2:21][CH2:22][CH2:23][NH:24]C(=O)OC(C)(C)C)[C:4]2[C:9]([CH3:10])=[C:8]([CH3:11])[N:7]=[C:6]([O:12][C:13]3[CH:18]=[CH:17][CH:16]=[CH:15][CH:14]=3)[C:5]=2[N:19]=1.FC(F)(F)C(O)=O.[OH-].[Na+], predict the reaction product. The product is: [CH3:1][C:2]1[N:3]([CH2:20][CH2:21][CH2:22][CH2:23][NH2:24])[C:4]2[C:9]([CH3:10])=[C:8]([CH3:11])[N:7]=[C:6]([O:12][C:13]3[CH:14]=[CH:15][CH:16]=[CH:17][CH:18]=3)[C:5]=2[N:19]=1.